From a dataset of Full USPTO retrosynthesis dataset with 1.9M reactions from patents (1976-2016). Predict the reactants needed to synthesize the given product. (1) Given the product [C:14]([O:13][C:11]([N:9]1[C:10]2[C:5](=[CH:4][CH:3]=[CH:2][N:1]=2)[CH2:6][CH2:7][CH2:8]1)=[O:12])([CH3:17])([CH3:16])[CH3:15], predict the reactants needed to synthesize it. The reactants are: [NH:1]1[C:10]2[C:5](=[CH:6][CH:7]=[CH:8][N:9]=2)[CH2:4][CH2:3][CH2:2]1.[C:11](O[C:11]([O:13][C:14]([CH3:17])([CH3:16])[CH3:15])=[O:12])([O:13][C:14]([CH3:17])([CH3:16])[CH3:15])=[O:12].[Li+].C[Si]([N-][Si](C)(C)C)(C)C. (2) Given the product [CH3:1][S:2]([C:4]1[CH:5]=[CH:6][C:7]([N:10]2[CH2:15][CH2:14][N:13]([C:16]3[C:17]([CH3:29])=[C:18]([CH3:28])[C:19]4[O:23][C:22]([CH3:24])([CH3:25])[CH2:21][C:20]=4[C:26]=3[CH3:27])[CH2:12][CH2:11]2)=[CH:8][CH:9]=1)(=[O:38])=[O:3], predict the reactants needed to synthesize it. The reactants are: [CH3:1][S:2]([C:4]1[CH:9]=[CH:8][C:7]([N:10]2[CH2:15][CH2:14][N:13]([C:16]3[C:17]([CH3:29])=[C:18]([CH3:28])[C:19]4[O:23][C:22]([CH3:25])([CH3:24])[CH2:21][C:20]=4[C:26]=3[CH3:27])[CH2:12][CH2:11]2)=[CH:6][CH:5]=1)=[O:3].ClC1C=CC=C(C(OO)=[O:38])C=1. (3) Given the product [NH:1]1[C:2]2[C:3](=[CH:4][CH:5]=[CH:6][CH:7]=2)[CH2:8][C:9]1=[O:11], predict the reactants needed to synthesize it. The reactants are: [NH2:1][C:2]1[CH:7]=[CH:6][CH:5]=[CH:4][C:3]=1[CH2:8][C:9]([O:11]C)=O.C(=O)([O-])[O-].[K+].[K+].CCOC(C)=O. (4) Given the product [CH3:2][O:3]/[CH:4]=[CH:39]/[C:31]1[CH:30]=[N:29][C:38]2[C:33]([CH:32]=1)=[CH:34][CH:35]=[CH:36][CH:37]=2, predict the reactants needed to synthesize it. The reactants are: [Cl-].[CH3:2][O:3][CH2:4][P+](C1C=CC=CC=1)(C1C=CC=CC=1)C1C=CC=CC=1.[Li]CCCC.[N:29]1[C:38]2[C:33](=[CH:34][CH:35]=[CH:36][CH:37]=2)[CH:32]=[C:31]([CH:39]=O)[CH:30]=1. (5) Given the product [CH2:1]([O:8][C:9]1[CH:10]=[C:11]([CH3:29])[C:12]([C:16]2[C:17](=[O:28])[CH:18]3[CH:23]([CH:22]4[CH2:26][CH2:27][CH:19]3[CH2:20][CH2:21]4)[C:24]=2[O:25][C:30](=[O:35])[C:31]([CH3:34])([CH3:33])[CH3:32])=[C:13]([CH3:15])[CH:14]=1)[C:2]1[CH:7]=[CH:6][CH:5]=[CH:4][CH:3]=1, predict the reactants needed to synthesize it. The reactants are: [CH2:1]([O:8][C:9]1[CH:14]=[C:13]([CH3:15])[C:12]([CH:16]2[C:24](=[O:25])[CH:23]3[CH:18]([CH:19]4[CH2:27][CH2:26][CH:22]3[CH2:21][CH2:20]4)[C:17]2=[O:28])=[C:11]([CH3:29])[CH:10]=1)[C:2]1[CH:7]=[CH:6][CH:5]=[CH:4][CH:3]=1.[C:30](Cl)(=[O:35])[C:31]([CH3:34])([CH3:33])[CH3:32].C(N(CC)CC)C.